From a dataset of Peptide-MHC class II binding affinity with 134,281 pairs from IEDB. Regression. Given a peptide amino acid sequence and an MHC pseudo amino acid sequence, predict their binding affinity value. This is MHC class II binding data. The peptide sequence is IISTFHLSIPNFNQY. The MHC is DRB1_0802 with pseudo-sequence DRB1_0802. The binding affinity (normalized) is 0.